From a dataset of KCNQ2 potassium channel screen with 302,405 compounds. Binary Classification. Given a drug SMILES string, predict its activity (active/inactive) in a high-throughput screening assay against a specified biological target. (1) The molecule is S(Cc1nc2n(c1)cccc2)Cc1ccccc1. The result is 0 (inactive). (2) The molecule is Brc1cc2c(cc(nc2cc1)C(OCC)=O)C(OCC)=O. The result is 0 (inactive). (3) The compound is Brc1ccc(c2oc(/C=C3\C(=NOC3=O)C)cc2)cc1. The result is 0 (inactive). (4) The drug is O=C(Nc1cc(c(cc1)C)C)c1cccnc1. The result is 0 (inactive). (5) The compound is Clc1ccc(OCC(=O)Nc2cc3nc(n(c3cc2)C)CCN2CCC(CC2)C)cc1. The result is 0 (inactive).